Task: Regression. Given a peptide amino acid sequence and an MHC pseudo amino acid sequence, predict their binding affinity value. This is MHC class I binding data.. Dataset: Peptide-MHC class I binding affinity with 185,985 pairs from IEDB/IMGT The peptide sequence is MEAQFLYLYA. The MHC is HLA-B40:02 with pseudo-sequence HLA-B40:02. The binding affinity (normalized) is 0.609.